The task is: Predict the product of the given reaction.. This data is from Forward reaction prediction with 1.9M reactions from USPTO patents (1976-2016). Given the reactants C([O:3][C:4]([C:6]1[CH:7]=[N:8][C:9]2[C:14]([C:15]=1[NH:16][CH:17]1[CH2:21][CH2:20][CH2:19][CH2:18]1)=[CH:13][CH:12]=[CH:11][C:10]=2[O:22][CH3:23])=O)C.[CH2:24]([N:26]=[C:27]=[S:28])[CH3:25], predict the reaction product. The product is: [CH:17]1([N:16]2[C:15]3[C:14]4[CH:13]=[CH:12][CH:11]=[C:10]([O:22][CH3:23])[C:9]=4[N:8]=[CH:7][C:6]=3[C:4](=[O:3])[N:26]([CH2:24][CH3:25])[C:27]2=[S:28])[CH2:18][CH2:19][CH2:20][CH2:21]1.